From a dataset of Reaction yield outcomes from USPTO patents with 853,638 reactions. Predict the reaction yield, written as a fraction of the theoretical maximum amount of product (1.0 means a 100% yield; for example, 0.34 means a 34% yield). (1) The reactants are [Cl:1][C:2]1[CH:7]=[CH:6][CH:5]=[C:4]([F:8])[C:3]=1[C:9]1[N:13]=[C:12]([C:14]2[CH:18]=[C:17]([C:19]3[CH:24]=[CH:23][CH:22]=[C:21]([C:25]([F:28])([F:27])[F:26])[CH:20]=3)[S:16][CH:15]=2)[N:11]([CH3:29])[N:10]=1.[Cl:30]N1C(=O)CCC1=O.O. The catalyst is C(Cl)Cl. The product is [Cl:1][C:2]1[CH:7]=[CH:6][CH:5]=[C:4]([F:8])[C:3]=1[C:9]1[N:13]=[C:12]([C:14]2[CH:18]=[C:17]([C:19]3[CH:24]=[CH:23][CH:22]=[C:21]([C:25]([F:28])([F:27])[F:26])[CH:20]=3)[S:16][C:15]=2[Cl:30])[N:11]([CH3:29])[N:10]=1. The yield is 0.760. (2) The reactants are [NH2:1][C:2]1[CH:7]=[C:6]([C:8]([O:10]C)=O)[N:5]=[C:4]([C:12]2[CH2:13][CH2:14][N:15]([C:18]([O:20][C:21]([CH3:24])([CH3:23])[CH3:22])=[O:19])[CH2:16][CH:17]=2)[CH:3]=1.[NH3:25].CO. The catalyst is CO. The product is [NH2:1][C:2]1[CH:7]=[C:6]([C:8](=[O:10])[NH2:25])[N:5]=[C:4]([C:12]2[CH2:13][CH2:14][N:15]([C:18]([O:20][C:21]([CH3:22])([CH3:23])[CH3:24])=[O:19])[CH2:16][CH:17]=2)[CH:3]=1. The yield is 1.00. (3) The reactants are [NH2:1][C:2]1[CH:7]=[CH:6][C:5]([CH2:8][CH2:9][C:10](O)=[O:11])=[CH:4][CH:3]=1.[H-].[Al+3].[Li+].[H-].[H-].[H-]. No catalyst specified. The product is [NH2:1][C:2]1[CH:3]=[CH:4][C:5]([CH2:8][CH2:9][CH2:10][OH:11])=[CH:6][CH:7]=1. The yield is 0.890. (4) The reactants are Br[C:2]1[N:7]=[C:6]([C:8]([O:10][CH3:11])=[O:9])[CH:5]=[CH:4][C:3]=1[F:12].[F:13][C:14]1[CH:15]=[C:16]([C:30]2([OH:35])[CH2:34][CH2:33][CH2:32][CH2:31]2)[CH:17]=[C:18]([F:29])[C:19]=1B1OC(C)(C)C(C)(C)O1. No catalyst specified. The product is [F:13][C:14]1[CH:15]=[C:16]([C:30]2([OH:35])[CH2:34][CH2:33][CH2:32][CH2:31]2)[CH:17]=[C:18]([F:29])[C:19]=1[C:2]1[N:7]=[C:6]([C:8]([O:10][CH3:11])=[O:9])[CH:5]=[CH:4][C:3]=1[F:12]. The yield is 0.970. (5) The reactants are [NH:1]1[CH2:5][CH2:4][CH2:3][CH:2]1[CH2:6][OH:7].[CH3:8][C:9]([O:12][C:13](O[C:13]([O:12][C:9]([CH3:11])([CH3:10])[CH3:8])=[O:14])=[O:14])([CH3:11])[CH3:10]. The catalyst is C(Cl)Cl. The product is [OH:7][CH2:6][CH:2]1[CH2:3][CH2:4][CH2:5][N:1]1[C:13]([O:12][C:9]([CH3:11])([CH3:10])[CH3:8])=[O:14]. The yield is 0.480. (6) The reactants are [CH3:1][C:2]1[C:3](/[C:7](=[N:14]\[O:15][CH2:16][C:17]2[N:22]=[C:21]([NH2:23])[CH:20]=[CH:19][CH:18]=2)/[C:8]2[CH:13]=[CH:12][CH:11]=[CH:10][CH:9]=2)=[N:4][S:5][N:6]=1.[C:24](O[C:24]([O:26][C:27]([CH3:30])([CH3:29])[CH3:28])=[O:25])([O:26][C:27]([CH3:30])([CH3:29])[CH3:28])=[O:25]. The catalyst is C1COCC1.CN(C)C1C=CN=CC=1. The product is [CH3:1][C:2]1[C:3]([C:7](=[N:14][O:15][CH2:16][C:17]2[N:22]=[C:21]([NH:23][C:24](=[O:25])[O:26][C:27]([CH3:30])([CH3:29])[CH3:28])[CH:20]=[CH:19][CH:18]=2)[C:8]2[CH:9]=[CH:10][CH:11]=[CH:12][CH:13]=2)=[N:4][S:5][N:6]=1. The yield is 0.200.